This data is from Merck oncology drug combination screen with 23,052 pairs across 39 cell lines. The task is: Regression. Given two drug SMILES strings and cell line genomic features, predict the synergy score measuring deviation from expected non-interaction effect. (1) Synergy scores: synergy=-0.0577. Cell line: DLD1. Drug 1: CNC(=O)c1cc(Oc2ccc(NC(=O)Nc3ccc(Cl)c(C(F)(F)F)c3)cc2)ccn1. Drug 2: CCc1cnn2c(NCc3ccc[n+]([O-])c3)cc(N3CCCCC3CCO)nc12. (2) Drug 2: N#Cc1ccc(Cn2cncc2CN2CCN(c3cccc(Cl)c3)C(=O)C2)cc1. Cell line: HT29. Synergy scores: synergy=-5.76. Drug 1: CN(Cc1cnc2nc(N)nc(N)c2n1)c1ccc(C(=O)NC(CCC(=O)O)C(=O)O)cc1. (3) Drug 1: COC12C(COC(N)=O)C3=C(C(=O)C(C)=C(N)C3=O)N1CC1NC12. Drug 2: C=CCn1c(=O)c2cnc(Nc3ccc(N4CCN(C)CC4)cc3)nc2n1-c1cccc(C(C)(C)O)n1. Cell line: LNCAP. Synergy scores: synergy=8.25. (4) Drug 1: O=S1(=O)NC2(CN1CC(F)(F)F)C1CCC2Cc2cc(C=CCN3CCC(C(F)(F)F)CC3)ccc2C1. Drug 2: CCC1=CC2CN(C1)Cc1c([nH]c3ccccc13)C(C(=O)OC)(c1cc3c(cc1OC)N(C)C1C(O)(C(=O)OC)C(OC(C)=O)C4(CC)C=CCN5CCC31C54)C2. Cell line: UWB1289. Synergy scores: synergy=-8.45. (5) Drug 1: O=C(CCCCCCC(=O)Nc1ccccc1)NO. Drug 2: Cc1nc(Nc2ncc(C(=O)Nc3c(C)cccc3Cl)s2)cc(N2CCN(CCO)CC2)n1. Cell line: RPMI7951. Synergy scores: synergy=4.06.